From a dataset of Catalyst prediction with 721,799 reactions and 888 catalyst types from USPTO. Predict which catalyst facilitates the given reaction. (1) Reactant: C(O)C.Cl[C:5]1[C:10]([N+:11]([O-:13])=[O:12])=[CH:9][CH:8]=[CH:7][N:6]=1.C(=O)([O-])[O-].[K+].[K+].[CH2:20]([SH:27])[C:21]1[CH:26]=[CH:25][CH:24]=[CH:23][CH:22]=1. Product: [CH2:20]([S:27][C:5]1[C:10]([N+:11]([O-:13])=[O:12])=[CH:9][CH:8]=[CH:7][N:6]=1)[C:21]1[CH:26]=[CH:25][CH:24]=[CH:23][CH:22]=1. The catalyst class is: 6. (2) Reactant: C([NH:4][C:5]1[C:6]([N+:16]([O-:18])=[O:17])=[CH:7][C:8]([CH3:15])=[C:9]([CH:14]=1)[C:10]([O:12][CH3:13])=[O:11])(=O)C. Product: [NH2:4][C:5]1[C:6]([N+:16]([O-:18])=[O:17])=[CH:7][C:8]([CH3:15])=[C:9]([CH:14]=1)[C:10]([O:12][CH3:13])=[O:11]. The catalyst class is: 209. (3) Reactant: I[CH:2]([CH3:4])[CH3:3].[N+:5]([C:8]1[CH:13]=[CH:12][CH:11]=[CH:10][C:9]=1[OH:14])([O-:7])=[O:6].C(=O)([O-])[O-].[K+].[K+].O. Product: [CH:2]([O:14][C:9]1[CH:10]=[CH:11][CH:12]=[CH:13][C:8]=1[N+:5]([O-:7])=[O:6])([CH3:4])[CH3:3]. The catalyst class is: 9. (4) Reactant: [CH3:1][C@@H:2]([NH:13][CH2:14][CH2:15][CH2:16][C:17]1[CH:18]=[CH:19][CH:20]=[C:21]([C:23]([F:26])([F:25])[F:24])[CH:22]=1)[C:3]1[CH:4]=[CH:5][CH:6]=[C:7]2[CH:12]=[CH:11][CH:10]=[CH:9][C:8]=12.[ClH:27]. Product: [CH3:1][C@@H:2]([NH:13][CH2:14][CH2:15][CH2:16][C:17]1[CH:18]=[CH:19][CH:20]=[C:21]([C:23]([F:24])([F:25])[F:26])[CH:22]=1)[C:3]1[CH:4]=[CH:5][CH:6]=[C:7]2[CH:12]=[CH:11][CH:10]=[CH:9][C:8]=12.[ClH:27]. The catalyst class is: 194. (5) Reactant: C[O:2][C:3](=[O:32])[C:4]1[CH:9]=[CH:8][C:7]([CH2:10][C:11]([N:13]2[CH2:22][CH2:21][C:20]3[C:15](=[C:16]([N:25]4[CH2:30][CH2:29][N:28]([CH3:31])[CH2:27][CH2:26]4)[CH:17]=[CH:18][C:19]=3[O:23][CH3:24])[CH2:14]2)=[O:12])=[CH:6][CH:5]=1.[OH-].[Na+].Cl. Product: [CH3:24][O:23][C:19]1[CH:18]=[CH:17][C:16]([N:25]2[CH2:26][CH2:27][N:28]([CH3:31])[CH2:29][CH2:30]2)=[C:15]2[C:20]=1[CH2:21][CH2:22][N:13]([C:11](=[O:12])[CH2:10][C:7]1[CH:6]=[CH:5][C:4]([C:3]([OH:32])=[O:2])=[CH:9][CH:8]=1)[CH2:14]2. The catalyst class is: 5. (6) The catalyst class is: 6. Reactant: [OH:1][CH2:2][CH2:3][C@H:4]([O:9][CH3:10])[C:5]([O:7][CH3:8])=[O:6].O[N:12]1[C:20](=[O:21])[C:19]2[C:14](=[CH:15][CH:16]=[CH:17][CH:18]=2)[C:13]1=[O:22].C1(P(C2C=CC=CC=2)C2C=CC=CC=2)C=CC=CC=1.CC(OC(/N=N/C(OC(C)C)=O)=O)C.N#N. Product: [O:22]=[C:13]1[C:14]2[C:19](=[CH:18][CH:17]=[CH:16][CH:15]=2)[C:20](=[O:21])[N:12]1[O:1][CH2:2][CH2:3][C@H:4]([O:9][CH3:10])[C:5]([O:7][CH3:8])=[O:6].